This data is from Reaction yield outcomes from USPTO patents with 853,638 reactions. The task is: Predict the reaction yield, written as a fraction of the theoretical maximum amount of product (1.0 means a 100% yield; for example, 0.34 means a 34% yield). (1) The reactants are C(C[C@@H]1N(C2C=CC(O[CH:16]3[CH2:21][CH2:20][N:19]([C:22]4[CH:27]=[C:26]([O:28][CH2:29][CH3:30])[CH:25]=[CH:24][C:23]=4[F:31])[CH2:18][CH2:17]3)=CC=2)N=C(C2C=CC(C#N)=CC=2)[C@H]1C)#N.C([CH2:43][C@@H:44]1[N:48]([C:49]2[CH:54]=[CH:53][C:52]([OH:55])=[CH:51][CH:50]=2)[N:47]=[C:46]([C:56]2[CH:63]=[CH:62][C:59]([C:60]#[N:61])=[CH:58][CH:57]=2)[C@H:45]1[CH3:64])#N.C(OC1C=CC(F)=C(N2CCC(O)CC2)C=1)C.C1(P(C2C=CC=CC=2)C2C=CC=CC=2)C=CC=CC=1.CC([O:105][C:106](/N=N/C(OC(C)(C)C)=O)=[O:107])(C)C. The catalyst is C1COCC1.CCOC(C)=O. The product is [C:60]([C:59]1[CH:62]=[CH:63][C:56]([C:46]2[C@@H:45]([CH3:64])[C@H:44]([CH2:43][C:106]([OH:107])=[O:105])[N:48]([C:49]3[CH:54]=[CH:53][C:52]([O:55][CH:16]4[CH2:17][CH2:18][N:19]([C:22]5[CH:27]=[C:26]([O:28][CH2:29][CH3:30])[CH:25]=[CH:24][C:23]=5[F:31])[CH2:20][CH2:21]4)=[CH:51][CH:50]=3)[N:47]=2)=[CH:57][CH:58]=1)#[N:61]. The yield is 0.740. (2) The reactants are [OH:1][C@@H:2]1[CH2:27][CH2:26][C@@:25]2([CH3:28])[C@H:4]([C@@H:5]([CH2:31]C)[C@@H:6]([OH:30])[C@@H:7]3[C@@H:24]2[CH2:23][CH2:22][C@@:21]2([CH3:29])[C@H:8]3[CH2:9][CH2:10][C@@H:11]2[C@H:12]([CH3:20])[CH2:13][CH2:14][C:15]([O:17]CC)=[O:16])[CH2:3]1.[OH-].[Na+].Cl. The catalyst is CCO. The product is [OH:1][C@@H:2]1[CH2:27][CH2:26][C@@:25]2([CH3:28])[C@H:4]([C@@H:5]([CH3:31])[C@@H:6]([OH:30])[C@@H:7]3[C@@H:24]2[CH2:23][CH2:22][C@@:21]2([CH3:29])[C@H:8]3[CH2:9][CH2:10][C@@H:11]2[C@H:12]([CH3:20])[CH2:13][CH2:14][C:15]([OH:17])=[O:16])[CH2:3]1. The yield is 0.430.